Dataset: Forward reaction prediction with 1.9M reactions from USPTO patents (1976-2016). Task: Predict the product of the given reaction. Given the reactants [Br:1][C:2]1[CH:3]=[C:4]2[N:10]=[C:9]([C:11]3[CH:20]=[CH:19][C:14]([O:15][CH2:16][CH2:17]O)=[CH:13][CH:12]=3)[NH:8][C:5]2=[N:6][CH:7]=1.S(Cl)([Cl:23])=O, predict the reaction product. The product is: [Br:1][C:2]1[CH:3]=[C:4]2[N:10]=[C:9]([C:11]3[CH:20]=[CH:19][C:14]([O:15][CH2:16][CH2:17][Cl:23])=[CH:13][CH:12]=3)[NH:8][C:5]2=[N:6][CH:7]=1.